The task is: Regression. Given two drug SMILES strings and cell line genomic features, predict the synergy score measuring deviation from expected non-interaction effect.. This data is from NCI-60 drug combinations with 297,098 pairs across 59 cell lines. (1) Drug 1: CC1C(C(CC(O1)OC2CC(CC3=C2C(=C4C(=C3O)C(=O)C5=C(C4=O)C(=CC=C5)OC)O)(C(=O)CO)O)N)O.Cl. Drug 2: C1=CC(=CC=C1CC(C(=O)O)N)N(CCCl)CCCl.Cl. Cell line: CCRF-CEM. Synergy scores: CSS=59.1, Synergy_ZIP=-2.55, Synergy_Bliss=-1.23, Synergy_Loewe=0.464, Synergy_HSA=1.54. (2) Drug 1: CN(CC1=CN=C2C(=N1)C(=NC(=N2)N)N)C3=CC=C(C=C3)C(=O)NC(CCC(=O)O)C(=O)O. Drug 2: CC1=C(C(=O)C2=C(C1=O)N3CC4C(C3(C2COC(=O)N)OC)N4)N. Cell line: NCI-H460. Synergy scores: CSS=61.5, Synergy_ZIP=0.564, Synergy_Bliss=-1.07, Synergy_Loewe=-1.71, Synergy_HSA=1.24.